From a dataset of Full USPTO retrosynthesis dataset with 1.9M reactions from patents (1976-2016). Predict the reactants needed to synthesize the given product. (1) Given the product [NH2:20][C:18]1[CH:17]=[CH:16][C:15]([C@@H:23]([CH2:28][CH3:29])[C:24]([O:26][CH3:27])=[O:25])=[C:14]([CH2:13][NH:11][CH3:9])[CH:19]=1, predict the reactants needed to synthesize it. The reactants are: C(O[C:9]([N:11]([CH2:13][C:14]1[CH:19]=[C:18]([N+:20]([O-])=O)[CH:17]=[CH:16][C:15]=1[C@@H:23]([CH2:28][CH3:29])[C:24]([O:26][CH3:27])=[O:25])C)=O)C1C=CC=CC=1. (2) Given the product [Cl:9][C:10]1[N:15]=[C:14]([C:16]2[S:40][C:39]([N:41]3[CH2:42][CH2:43][N:44]([C:47]([O:49][C:50]([CH3:53])([CH3:52])[CH3:51])=[O:48])[CH2:45][CH2:46]3)=[N:38][C:17]=2[C:19]2[CH:24]=[CH:23][CH:22]=[C:21]([NH:25][S:26]([C:29]3[CH:34]=[C:33]([F:35])[CH:32]=[CH:31][C:30]=3[F:36])(=[O:28])=[O:27])[C:20]=2[F:37])[CH:13]=[CH:12][N:11]=1, predict the reactants needed to synthesize it. The reactants are: C1C(=O)N(Br)C(=O)C1.[Cl:9][C:10]1[N:15]=[C:14]([CH2:16][C:17]([C:19]2[C:20]([F:37])=[C:21]([NH:25][S:26]([C:29]3[CH:34]=[C:33]([F:35])[CH:32]=[CH:31][C:30]=3[F:36])(=[O:28])=[O:27])[CH:22]=[CH:23][CH:24]=2)=O)[CH:13]=[CH:12][N:11]=1.[NH2:38][C:39]([N:41]1[CH2:46][CH2:45][N:44]([C:47]([O:49][C:50]([CH3:53])([CH3:52])[CH3:51])=[O:48])[CH2:43][CH2:42]1)=[S:40].O.